Dataset: Forward reaction prediction with 1.9M reactions from USPTO patents (1976-2016). Task: Predict the product of the given reaction. (1) Given the reactants C([N:3](CC)CC)C.P(N=[N+]=[N-])(OC1C=CC=CC=1)(OC1C=CC=CC=1)=O.[CH3:27][O:28][C:29]1[C:30]([N+:38]([O-:40])=[O:39])=[C:31]([CH:35]=[CH:36][CH:37]=1)C(O)=O.O, predict the reaction product. The product is: [CH3:27][O:28][C:29]1[C:30]([N+:38]([O-:40])=[O:39])=[C:31]([NH2:3])[CH:35]=[CH:36][CH:37]=1. (2) The product is: [C:10]1([N:1]2[C:9]3[C:4](=[N:5][CH:6]=[CH:7][CH:8]=3)[CH:3]=[CH:2]2)[CH:15]=[CH:14][CH:13]=[CH:12][CH:11]=1. Given the reactants [NH:1]1[C:9]2[C:4](=[N:5][CH:6]=[CH:7][CH:8]=2)[CH:3]=[CH:2]1.[C:10]1(B(O)O)[CH:15]=[CH:14][CH:13]=[CH:12][CH:11]=1.C(N(CC)CC)C.N1C=CC=CC=1, predict the reaction product.